This data is from Forward reaction prediction with 1.9M reactions from USPTO patents (1976-2016). The task is: Predict the product of the given reaction. (1) Given the reactants [CH:1]1([CH2:7][NH:8][C:9]2[N:14]3[N:15]=[CH:16][C:17]([C:18](O)=[O:19])=[C:13]3[N:12]=[CH:11][C:10]=2[C:21]([N:23]2[CH2:28][CH2:27][CH:26]([C:29]3[CH:34]=[CH:33][CH:32]=[CH:31][CH:30]=3)[CH2:25][CH2:24]2)=[O:22])[CH2:6][CH2:5][CH2:4][CH2:3][CH2:2]1.[CH3:35][S:36]([NH2:39])(=[O:38])=[O:37], predict the reaction product. The product is: [CH:1]1([CH2:7][NH:8][C:9]2[N:14]3[N:15]=[CH:16][C:17]([C:18]([NH:39][S:36]([CH3:35])(=[O:38])=[O:37])=[O:19])=[C:13]3[N:12]=[CH:11][C:10]=2[C:21]([N:23]2[CH2:28][CH2:27][CH:26]([C:29]3[CH:34]=[CH:33][CH:32]=[CH:31][CH:30]=3)[CH2:25][CH2:24]2)=[O:22])[CH2:2][CH2:3][CH2:4][CH2:5][CH2:6]1. (2) Given the reactants [OH:1][C@@H:2]1[CH2:7][CH2:6][C@H:5]([NH:8][C:9]2[N:14]3[N:15]=[C:16]([NH:18][C:19]4[CH:27]=[C:26]5[C:22]([C:23](=O)[C:24](=[O:29])[N:25]5[CH3:28])=[C:21]([CH3:31])[CH:20]=4)[N:17]=[C:13]3[CH:12]=[CH:11][CH:10]=2)[CH2:4][CH2:3]1.BrC1C=C2C(C(=O)C(=O)N2C)=C(C)C=1.NC1N=C2C=CC=C(N[C@@H]3CC[C@H](O)CC3)N2N=1.C(=O)([O-])[O-].[Cs+].[Cs+].C1(P(C2C=CC=CC=2)C2C3OC4C(=CC=CC=4P(C4C=CC=CC=4)C4C=CC=CC=4)C(C)(C)C=3C=CC=2)C=CC=CC=1, predict the reaction product. The product is: [OH:1][C@@H:2]1[CH2:7][CH2:6][C@H:5]([NH:8][C:9]2[N:14]3[N:15]=[C:16]([NH:18][C:19]4[CH:27]=[C:26]5[C:22]([CH2:23][C:24](=[O:29])[N:25]5[CH3:28])=[C:21]([CH3:31])[CH:20]=4)[N:17]=[C:13]3[CH:12]=[CH:11][CH:10]=2)[CH2:4][CH2:3]1. (3) Given the reactants [CH2:1]1[O:13][C:12]2[CH:11]=[C:10]3[C:5]([C:6]([N:14]([CH2:28][CH2:29][CH2:30][CH3:31])[C:15](=[O:27])[C:16]4[CH:21]=[C:20]([O:22][CH3:23])[C:19]([O:24][CH3:25])=[CH:18][C:17]=4I)=[CH:7][CH:8]=[N:9]3)=[CH:4][C:3]=2[O:2]1.CC1C=CC=CC=1P(C1C=CC=CC=1C)C1C=CC=CC=1C, predict the reaction product. The product is: [CH3:23][O:22][C:20]1[C:19]([O:24][CH3:25])=[CH:18][C:17]2[C:7]3[C:6](=[C:5]4[CH:4]=[C:3]5[O:2][CH2:1][O:13][C:12]5=[CH:11][C:10]4=[N:9][CH:8]=3)[N:14]([CH2:28][CH2:29][CH2:30][CH3:31])[C:15](=[O:27])[C:16]=2[CH:21]=1. (4) Given the reactants [CH2:1]([C:3]1[C:8]([C:9]2[S:10][C:11]([C:14]3[CH:19]=[CH:18][C:17]([O:20][CH:21]([CH3:23])[CH3:22])=[C:16]([C:24]([F:27])([F:26])[F:25])[CH:15]=3)=[N:12][N:13]=2)=[CH:7][CH:6]=[CH:5][C:4]=1[CH2:28][CH2:29][N:30]1[CH2:33][CH:32]([C:34]([O:36]C)=[O:35])[CH2:31]1)[CH3:2].[OH-:38].[Na+].Cl.C([OH:44])(C)C, predict the reaction product. The product is: [F:25][C:24]([F:27])([F:26])[C:16]([OH:44])=[O:38].[CH2:1]([C:3]1[C:8]([C:9]2[S:10][C:11]([C:14]3[CH:19]=[CH:18][C:17]([O:20][CH:21]([CH3:23])[CH3:22])=[C:16]([C:24]([F:27])([F:26])[F:25])[CH:15]=3)=[N:12][N:13]=2)=[CH:7][CH:6]=[CH:5][C:4]=1[CH2:28][CH2:29][N:30]1[CH2:31][CH:32]([C:34]([OH:36])=[O:35])[CH2:33]1)[CH3:2].